From a dataset of Peptide-MHC class I binding affinity with 185,985 pairs from IEDB/IMGT. Regression. Given a peptide amino acid sequence and an MHC pseudo amino acid sequence, predict their binding affinity value. This is MHC class I binding data. The peptide sequence is YRLELGDYKLV. The MHC is Mamu-B08 with pseudo-sequence Mamu-B08. The binding affinity (normalized) is 0.267.